This data is from Catalyst prediction with 721,799 reactions and 888 catalyst types from USPTO. The task is: Predict which catalyst facilitates the given reaction. (1) Reactant: [C:1]([OH:7])([C:3]([F:6])([F:5])[F:4])=[O:2].C[O:9][C:10]1[CH:23]=[CH:22][CH:21]=[C:20]2[C:11]=1[S:12][C:13]1[CH:14]=[C:15]([C:30]3[CH:35]=[CH:34][CH:33]=[CH:32][C:31]=3[NH:36][C:37](=[O:39])[CH3:38])[CH:16]=[CH:17][C:18]=1[CH:19]2[CH:24]1[CH2:29][CH2:28][NH:27][CH2:26][CH2:25]1.C(N(CC)C(C1C=CC2C(C3CCNCC3)C3C(OC=2C=1)=C(OC)C=CC=3)=O)C.CC#N. Product: [OH:9][C:10]1[CH:23]=[CH:22][CH:21]=[C:20]2[C:11]=1[S:12][C:13]1[CH:14]=[C:15]([C:30]3[CH:35]=[CH:34][CH:33]=[CH:32][C:31]=3[NH:36][C:37](=[O:39])[CH3:38])[CH:16]=[CH:17][C:18]=1[CH:19]2[CH:24]1[CH2:29][CH2:28][NH:27][CH2:26][CH2:25]1.[C:1]([OH:7])([C:3]([F:6])([F:5])[F:4])=[O:2]. The catalyst class is: 6. (2) Product: [N:1]12[CH2:6][CH2:5][CH:4]([CH2:3][CH2:2]1)[CH2:7][CH2:8][CH2:9]2. Reactant: [N:1]1[CH:6]=[CH:5][C:4]([CH2:7][CH2:8][CH2:9]O)=[CH:3][CH:2]=1.[Na].I.[OH-].[Na+]. The catalyst class is: 97. (3) Reactant: [H-].[Na+].[Si:3]([O:10][CH:11]1[CH2:16][CH2:15][CH:14]([C:17](=[O:25])[CH2:18]P(=O)(OC)OC)[CH2:13][CH2:12]1)([C:6]([CH3:9])([CH3:8])[CH3:7])([CH3:5])[CH3:4].[C:26]1([C:32]([C:52]2[CH:57]=[CH:56][CH:55]=[CH:54][CH:53]=2)([C:46]2[CH:51]=[CH:50][CH:49]=[CH:48][CH:47]=2)[N:33]2[CH:37]=[C:36]([C:38]3[C:39]([CH:44]=O)=[N:40][CH:41]=[CH:42][CH:43]=3)[N:35]=[CH:34]2)[CH:31]=[CH:30][CH:29]=[CH:28][CH:27]=1. Product: [Si:3]([O:10][CH:11]1[CH2:12][CH2:13][CH:14]([C:17](=[O:25])[CH:18]=[CH:44][C:39]2[C:38]([C:36]3[N:35]=[CH:34][N:33]([C:32]([C:52]4[CH:57]=[CH:56][CH:55]=[CH:54][CH:53]=4)([C:46]4[CH:47]=[CH:48][CH:49]=[CH:50][CH:51]=4)[C:26]4[CH:31]=[CH:30][CH:29]=[CH:28][CH:27]=4)[CH:37]=3)=[CH:43][CH:42]=[CH:41][N:40]=2)[CH2:15][CH2:16]1)([C:6]([CH3:7])([CH3:8])[CH3:9])([CH3:4])[CH3:5]. The catalyst class is: 1.